Dataset: Reaction yield outcomes from USPTO patents with 853,638 reactions. Task: Predict the reaction yield, written as a fraction of the theoretical maximum amount of product (1.0 means a 100% yield; for example, 0.34 means a 34% yield). (1) The reactants are [CH3:1][O:2][C:3]([C:5]1[N:6]=[C:7]2[C:12]([C:13]([F:16])([F:15])[F:14])=[CH:11][C:10](Br)=[CH:9][N:8]2[C:18]=1CC(OC)=O)=[O:4].[N+:24](C1C=C(C(F)(F)F)C(N)=NC=1)([O-:26])=[O:25].BrCC(=O)C(OC)=O. The catalyst is CN(C=O)C. The product is [CH3:1][O:2][C:3]([C:5]1[N:6]=[C:7]2[C:12]([C:13]([F:16])([F:15])[F:14])=[CH:11][C:10]([N+:24]([O-:26])=[O:25])=[CH:9][N:8]2[CH:18]=1)=[O:4]. The yield is 0.950. (2) The reactants are C([O:3][C:4]([C:6]1[C:7]([C:19]([F:22])([F:21])[F:20])=[N:8][N:9]([CH2:11][C:12]2[CH:13]=[N:14][C:15]([F:18])=[CH:16][CH:17]=2)[CH:10]=1)=[O:5])C.O.[OH-].[Li+]. The catalyst is C1COCC1. The product is [F:18][C:15]1[N:14]=[CH:13][C:12]([CH2:11][N:9]2[CH:10]=[C:6]([C:4]([OH:5])=[O:3])[C:7]([C:19]([F:20])([F:22])[F:21])=[N:8]2)=[CH:17][CH:16]=1. The yield is 0.850. (3) The reactants are [F:1][C:2]1[CH:7]=[CH:6][C:5]([Mg]Br)=[CH:4][CH:3]=1.[N:10]12[CH2:17][CH2:16][C:13]([C:18]([O:20]CC)=O)([CH2:14][CH2:15]1)[CH2:12][CH2:11]2. The catalyst is C1COCC1. The product is [N:10]12[CH2:11][CH2:12][C:13]([C:18]([C:5]3[CH:6]=[CH:7][C:2]([F:1])=[CH:3][CH:4]=3)([C:5]3[CH:6]=[CH:7][C:2]([F:1])=[CH:3][CH:4]=3)[OH:20])([CH2:14][CH2:15]1)[CH2:16][CH2:17]2. The yield is 0.889. (4) The reactants are [CH:1](=[N:8]/[C:9]1[CH:17]=[C:16]([F:18])[CH:15]=[C:14]2[C:10]=1[CH2:11][O:12][C:13]2=[O:19])\[C:2]1[CH:7]=[CH:6][CH:5]=[CH:4][CH:3]=1.[O-]S([O-])=O.[Na+].[Na+].[O-]S([O-])(=O)=O.[Na+].[Na+].[CH3:33][N:34]1[C:38]([CH:39]=O)=[N:37][CH:36]=[N:35]1.[CH3:41][CH2:42][O-:43].[Na+]. The catalyst is C(OCC)(=O)CC. The product is [F:18][C:16]1[CH:15]=[C:14]([C:13]([O:12][CH2:11][CH3:10])=[O:19])[C:41]2[C:42](=[O:43])[CH:39]([C:38]3[N:34]([CH3:33])[N:35]=[CH:36][N:37]=3)[CH:1]([C:2]3[CH:3]=[CH:4][CH:5]=[CH:6][CH:7]=3)[NH:8][C:9]=2[CH:17]=1. The yield is 0.100. (5) The reactants are Cl[C:2]1[N:7]=[C:6]([C:8]([F:11])([F:10])[F:9])[CH:5]=[CH:4][N:3]=1.[NH2:12][C:13]1[CH:14]=[C:15]([C:25]2[S:29][C:28]([C:30]([CH:35]3[CH2:37][CH2:36]3)([CH:32]3[CH2:34][CH2:33]3)[OH:31])=[N:27][CH:26]=2)[CH:16]=[C:17]([N:19]2[CH2:24][CH2:23][O:22][CH2:21][CH2:20]2)[CH:18]=1.C(=O)([O-])[O-].[Cs+].[Cs+].CC1(C)C2C(=C(P(C3C=CC=CC=3)C3C=CC=CC=3)C=CC=2)OC2C(P(C3C=CC=CC=3)C3C=CC=CC=3)=CC=CC1=2. The catalyst is O1CCOCC1.CC([O-])=O.CC([O-])=O.[Pd+2].O. The product is [CH:35]1([C:30]([CH:32]2[CH2:33][CH2:34]2)([C:28]2[S:29][C:25]([C:15]3[CH:14]=[C:13]([NH:12][C:2]4[N:7]=[C:6]([C:8]([F:11])([F:10])[F:9])[CH:5]=[CH:4][N:3]=4)[CH:18]=[C:17]([N:19]4[CH2:24][CH2:23][O:22][CH2:21][CH2:20]4)[CH:16]=3)=[CH:26][N:27]=2)[OH:31])[CH2:37][CH2:36]1. The yield is 0.540.